This data is from Reaction yield outcomes from USPTO patents with 853,638 reactions. The task is: Predict the reaction yield, written as a fraction of the theoretical maximum amount of product (1.0 means a 100% yield; for example, 0.34 means a 34% yield). (1) The reactants are [OH-].[Na+].[NH:3]=[C:4]1[CH:9]=[C:8]([CH3:10])[CH:7]=[C:6]([CH3:11])[N:5]1[NH2:12].[C:13](OC)(=O)[CH2:14][OH:15]. The catalyst is C(O)C. The product is [CH3:11][C:6]1[N:5]2[N:12]=[C:13]([CH2:14][OH:15])[N:3]=[C:4]2[CH:9]=[C:8]([CH3:10])[CH:7]=1. The yield is 0.100. (2) The reactants are [Cl:1][C:2]1[N:11]=[C:10](Cl)[C:9]2[CH2:8][CH2:7][CH2:6][CH:5]([C:13]3[CH:18]=[CH:17][CH:16]=[CH:15][CH:14]=3)[C:4]=2[N:3]=1.[Cl-].[NH4+]. The catalyst is CC(C)=O.O.[Zn]. The product is [Cl:1][C:2]1[N:11]=[CH:10][C:9]2[CH2:8][CH2:7][CH2:6][CH:5]([C:13]3[CH:18]=[CH:17][CH:16]=[CH:15][CH:14]=3)[C:4]=2[N:3]=1. The yield is 0.524.